This data is from NCI-60 drug combinations with 297,098 pairs across 59 cell lines. The task is: Regression. Given two drug SMILES strings and cell line genomic features, predict the synergy score measuring deviation from expected non-interaction effect. (1) Drug 1: CC12CCC3C(C1CCC2=O)CC(=C)C4=CC(=O)C=CC34C. Drug 2: C1=CC=C(C=C1)NC(=O)CCCCCCC(=O)NO. Cell line: 786-0. Synergy scores: CSS=67.1, Synergy_ZIP=-0.322, Synergy_Bliss=1.44, Synergy_Loewe=-1.97, Synergy_HSA=1.06. (2) Cell line: OVCAR-5. Drug 2: C1CN(CCN1C(=O)CCBr)C(=O)CCBr. Synergy scores: CSS=20.8, Synergy_ZIP=-2.36, Synergy_Bliss=2.35, Synergy_Loewe=12.0, Synergy_HSA=6.58. Drug 1: C1=CC(=CC=C1C#N)C(C2=CC=C(C=C2)C#N)N3C=NC=N3. (3) Drug 1: C1CN(CCN1C(=O)CCBr)C(=O)CCBr. Drug 2: CC12CCC3C(C1CCC2OP(=O)(O)O)CCC4=C3C=CC(=C4)OC(=O)N(CCCl)CCCl.[Na+]. Cell line: RPMI-8226. Synergy scores: CSS=28.1, Synergy_ZIP=-13.1, Synergy_Bliss=-6.44, Synergy_Loewe=-15.8, Synergy_HSA=-6.98.